This data is from Catalyst prediction with 721,799 reactions and 888 catalyst types from USPTO. The task is: Predict which catalyst facilitates the given reaction. Reactant: [C:1](=O)([O-])[O-].[Cs+].[Cs+].[OH:7][C:8]1[CH:13]=[CH:12][C:11]([C:14]([F:17])([F:16])[F:15])=[CH:10][C:9]=1[C:18]([C:20]1[CH:25]=[CH:24][CH:23]=[CH:22][CH:21]=1)=[O:19].[CH3:26][O:27][C:28](=[O:47])[CH2:29][CH2:30][C:31]1[CH:36]=[CH:35][C:34]([O:37][CH2:38][CH2:39][CH:40](OS(C)(=O)=O)[CH3:41])=[CH:33][CH:32]=1. Product: [CH3:26][O:27][C:28](=[O:47])[CH2:29][CH2:30][C:31]1[CH:36]=[CH:35][C:34]([O:37][CH2:38][CH2:39][CH:40]([O:7][C:8]2[CH:13]=[CH:12][C:11]([C:14]([F:15])([F:16])[F:17])=[CH:10][C:9]=2[C:18](=[O:19])[C:20]2[CH:25]=[CH:24][CH:23]=[CH:22][CH:21]=2)[CH3:41])=[CH:33][C:32]=1[CH3:1]. The catalyst class is: 3.